The task is: Predict the reactants needed to synthesize the given product.. This data is from Full USPTO retrosynthesis dataset with 1.9M reactions from patents (1976-2016). Given the product [O:22]=[C:8]1[CH2:7][CH2:6][CH:5]=[CH:4][CH2:3][C@@H:2]([NH:1][C:30](=[O:32])[CH3:31])[C:14](=[O:15])[O:13][CH2:12][CH2:11][C@@H:10]([C:16]2[CH:17]=[CH:18][CH:19]=[CH:20][CH:21]=2)[NH:9]1, predict the reactants needed to synthesize it. The reactants are: [NH2:1][C@H:2]1[C:14](=[O:15])[O:13][CH2:12][CH2:11][C@@H:10]([C:16]2[CH:21]=[CH:20][CH:19]=[CH:18][CH:17]=2)[NH:9][C:8](=[O:22])[CH2:7][CH2:6][CH:5]=[CH:4][CH2:3]1.C(N(CC)CC)C.[C:30](OC(=O)C)(=[O:32])[CH3:31].